Dataset: Full USPTO retrosynthesis dataset with 1.9M reactions from patents (1976-2016). Task: Predict the reactants needed to synthesize the given product. (1) Given the product [C:22](=[O:23])([O:24][CH3:25])[O:8][C:5]1[CH:6]=[CH:7][C:2]([Cl:1])=[CH:3][C:4]=1[CH:9]1[CH2:13][CH2:12][CH2:11][CH2:10]1, predict the reactants needed to synthesize it. The reactants are: [Cl:1][C:2]1[CH:7]=[CH:6][C:5]([OH:8])=[C:4]([CH:9]2[CH2:13][CH2:12][CH2:11][CH2:10]2)[CH:3]=1.C(N(CC)CC)C.Cl[C:22]([O:24][CH3:25])=[O:23]. (2) Given the product [CH3:19][S:20]([O:15][CH2:14][C@H:11]1[CH2:12][CH2:13][C@H:8]([NH:7][C:6]([O:5][C:1]([CH3:4])([CH3:3])[CH3:2])=[O:18])[CH2:9][C@@H:10]1[O:16][CH3:17])(=[O:22])=[O:21], predict the reactants needed to synthesize it. The reactants are: [C:1]([O:5][C:6](=[O:18])[NH:7][C@H:8]1[CH2:13][CH2:12][C@H:11]([CH2:14][OH:15])[C@@H:10]([O:16][CH3:17])[CH2:9]1)([CH3:4])([CH3:3])[CH3:2].[CH3:19][S:20](Cl)(=[O:22])=[O:21]. (3) Given the product [CH2:1]([NH:4][C:5]1[N:10]=[C:9]([NH:11][CH2:12][CH2:13][CH3:14])[N:8]=[C:7]([N:23]([CH:20]([CH3:22])[CH3:21])[OH:24])[N:6]=1)[CH2:2][CH3:3], predict the reactants needed to synthesize it. The reactants are: [CH2:1]([NH:4][C:5]1[N:10]=[C:9]([NH:11][CH2:12][CH2:13][CH3:14])[N:8]=[C:7](N(C)OC)[N:6]=1)[CH2:2][CH3:3].Cl.[CH:20]([NH:23][OH:24])([CH3:22])[CH3:21]. (4) Given the product [F:3][CH:4]([F:7])[CH2:5][O:6][CH2:13][CH:14]1[CH2:23][CH2:22][C:17]2([O:18][CH2:19][CH2:20][O:21]2)[CH2:16][CH2:15]1, predict the reactants needed to synthesize it. The reactants are: [H-].[Na+].[F:3][CH:4]([F:7])[CH2:5][OH:6].CS(O[CH2:13][CH:14]1[CH2:23][CH2:22][C:17]2([O:21][CH2:20][CH2:19][O:18]2)[CH2:16][CH2:15]1)(=O)=O.[NH4+].[Cl-]. (5) Given the product [NH2:1][CH2:2][C@@H:3]1[C@H:8]([CH3:9])[CH2:7][CH2:6][CH2:5][N:4]1[C:38]([C:33]1[N:34]=[C:35]([CH3:37])[S:36][C:32]=1[C:28]1[CH:29]=[CH:30][CH:31]=[C:26]([F:25])[CH:27]=1)=[O:40], predict the reactants needed to synthesize it. The reactants are: [NH2:1][CH2:2][C@@H:3]1[C@H:8]([CH3:9])[CH2:7][CH2:6][CH2:5][N:4]1C(C1C=C(C)C=CC=1C1C=NN(C)C=1)=O.[F:25][C:26]1[CH:27]=[C:28]([C:32]2[S:36][C:35]([CH3:37])=[N:34][C:33]=2[C:38]([OH:40])=O)[CH:29]=[CH:30][CH:31]=1. (6) Given the product [NH:1]1[C:5]2=[N:6][CH:7]=[CH:8][C:9]([C:10]3[O:14][C:13]([CH2:15][NH2:16])=[N:12][N:11]=3)=[C:4]2[CH:3]=[CH:2]1, predict the reactants needed to synthesize it. The reactants are: [NH:1]1[C:5]2=[N:6][CH:7]=[CH:8][C:9]([C:10]3[O:14][C:13]([CH2:15][NH:16]C(=O)OCC4C=CC=CC=4)=[N:12][N:11]=3)=[C:4]2[CH:3]=[CH:2]1. (7) Given the product [C:1]1([S:7][C:8]2[CH:9]=[C:10]([CH:11]=[CH:12][CH:13]=2)[CH2:14][N:20]2[C:16](=[O:26])[C:17]3[C:18](=[CH:22][CH:23]=[CH:24][CH:25]=3)[C:19]2=[O:21])[CH:2]=[CH:3][CH:4]=[CH:5][CH:6]=1, predict the reactants needed to synthesize it. The reactants are: [C:1]1([S:7][C:8]2[CH:9]=[C:10]([CH2:14]O)[CH:11]=[CH:12][CH:13]=2)[CH:6]=[CH:5][CH:4]=[CH:3][CH:2]=1.[C:16]1(=[O:26])[NH:20][C:19](=[O:21])[C:18]2=[CH:22][CH:23]=[CH:24][CH:25]=[C:17]12.CCOC(/N=N/C(OCC)=O)=O.C1(P(C2C=CC=CC=2)C2C=CC=CC=2)C=CC=CC=1. (8) Given the product [F:9][C:10]1[CH:15]=[CH:14][C:13]([C:16]([CH:18]([O:8][C:5]2[N:6]=[CH:7][C:2]([Cl:1])=[CH:3][N:4]=2)[C:20]2[CH:21]=[CH:22][C:23]([F:26])=[CH:24][CH:25]=2)=[O:17])=[CH:12][CH:11]=1, predict the reactants needed to synthesize it. The reactants are: [Cl:1][C:2]1[CH:3]=[N:4][C:5]([OH:8])=[N:6][CH:7]=1.[F:9][C:10]1[CH:15]=[CH:14][C:13]([C:16]([CH:18]([C:20]2[CH:25]=[CH:24][C:23]([F:26])=[CH:22][CH:21]=2)O)=[O:17])=[CH:12][CH:11]=1.C1(P(C2C=CC=CC=2)C2C=CC=CC=2)C=CC=CC=1. (9) Given the product [CH2:12]1[C:13]2[C:18](=[CH:17][CH:16]=[CH:15][CH:14]=2)[CH2:19][CH2:20][N:11]1[C:3]1[CH:4]=[CH:5][C:6]([NH2:8])=[CH:7][C:2]=1[F:1], predict the reactants needed to synthesize it. The reactants are: [F:1][C:2]1[CH:7]=[C:6]([N+:8]([O-])=O)[CH:5]=[CH:4][C:3]=1[N:11]1[CH2:20][CH2:19][C:18]2[C:13](=[CH:14][CH:15]=[CH:16][CH:17]=2)[CH2:12]1. (10) Given the product [CH:22]1([O:21][C:19]2[CH:18]=[CH:17][C:3]([C:4]([C:6]3[CH:7]=[C:8]4[C:13](=[CH:14][CH:15]=3)[O:12][C:11](=[O:16])[CH2:10][CH2:9]4)=[O:5])=[C:2]([OH:1])[CH:20]=2)[CH2:26][CH2:25][CH2:24][CH2:23]1, predict the reactants needed to synthesize it. The reactants are: [OH:1][C:2]1[CH:20]=[C:19]([OH:21])[CH:18]=[CH:17][C:3]=1[C:4]([C:6]1[CH:7]=[C:8]2[C:13](=[CH:14][CH:15]=1)[O:12][C:11](=[O:16])[CH2:10][CH2:9]2)=[O:5].[CH:22]1(O)[CH2:26][CH2:25][CH2:24][CH2:23]1.C1(P(C2C=CC=CC=2)C2C=CC=CC=2)C=CC=CC=1.C(OCC)(=O)C.